This data is from Catalyst prediction with 721,799 reactions and 888 catalyst types from USPTO. The task is: Predict which catalyst facilitates the given reaction. (1) Reactant: [CH3:1][N:2]1[CH:6]=[C:5]([N+:7]([O-])=O)[C:4]([N:10]2[CH2:14][CH2:13][O:12][C:11]2=[O:15])=[N:3]1.[C:16]([O:20][C:21]([N:23]([CH2:49][C:50]([F:53])([F:52])[F:51])[C:24]1[CH:29]=[C:28]([C:30]2[O:31][CH:32]=[C:33]([C:35](OC3C(F)=C(F)C(F)=C(F)C=3F)=[O:36])[N:34]=2)[CH:27]=[CH:26][N:25]=1)=[O:22])([CH3:19])([CH3:18])[CH3:17].C(N(CC)CC)C. Product: [CH3:1][N:2]1[CH:6]=[C:5]([NH:7][C:35]([C:33]2[N:34]=[C:30]([C:28]3[CH:27]=[CH:26][N:25]=[C:24]([N:23]([CH2:49][C:50]([F:52])([F:51])[F:53])[C:21](=[O:22])[O:20][C:16]([CH3:19])([CH3:18])[CH3:17])[CH:29]=3)[O:31][CH:32]=2)=[O:36])[C:4]([N:10]2[CH2:14][CH2:13][O:12][C:11]2=[O:15])=[N:3]1. The catalyst class is: 129. (2) Reactant: [C:1]([O:5][C:6]([N:8]1[C:16]2[C:11](=[CH:12][C:13]([CH:17]3[C:22]([C:23]#[N:24])=[C:21]([CH3:25])[NH:20][C:19]([CH3:26])=[C:18]3[C:27]#[N:28])=[CH:14][CH:15]=2)[C:10]([NH2:29])=[N:9]1)=[O:7])([CH3:4])([CH3:3])[CH3:2].[CH:30](=O)[CH3:31].C(O)(=O)C.C([BH3-])#N.[Na+]. Product: [C:1]([O:5][C:6]([N:8]1[C:16]2[C:11](=[CH:12][C:13]([CH:17]3[C:22]([C:23]#[N:24])=[C:21]([CH3:25])[NH:20][C:19]([CH3:26])=[C:18]3[C:27]#[N:28])=[CH:14][CH:15]=2)[C:10]([NH:29][CH2:30][CH3:31])=[N:9]1)=[O:7])([CH3:4])([CH3:2])[CH3:3]. The catalyst class is: 5. (3) Reactant: [O:1]1[CH2:5][CH2:4][O:3][CH:2]1[CH2:6][CH:7]=[CH:8][CH:9]1[CH2:13][CH2:12][CH2:11][N:10]1[C:14]([O:16][CH2:17][C:18]1[CH:23]=[CH:22][CH:21]=[CH:20][CH:19]=1)=[O:15]. Product: [O:1]1[CH2:5][CH2:4][O:3][CH:2]1[CH2:6][CH2:7][CH2:8][CH:9]1[CH2:13][CH2:12][CH2:11][N:10]1[C:14]([O:16][CH2:17][C:18]1[CH:19]=[CH:20][CH:21]=[CH:22][CH:23]=1)=[O:15]. The catalyst class is: 29. (4) Reactant: C([O:8][C:9]1[CH:10]=[C:11]([CH:48]=[C:49]([C:51]([F:54])([F:53])[F:52])[CH:50]=1)[CH2:12][N:13]([CH2:26][C:27]1[CH:32]=[C:31]([C:33]([F:36])([F:35])[F:34])[CH:30]=[CH:29][C:28]=1[C:37]1[CH:42]=[C:41]([CH:43]([CH3:45])[CH3:44])[CH:40]=[CH:39][C:38]=1[O:46][CH3:47])[C:14]1[N:19]=[CH:18][C:17]([N:20]2[CH2:25][CH2:24][O:23][CH2:22][CH2:21]2)=[CH:16][N:15]=1)C1C=CC=CC=1. Product: [CH:43]([C:41]1[CH:40]=[CH:39][C:38]([O:46][CH3:47])=[C:37]([C:28]2[CH:29]=[CH:30][C:31]([C:33]([F:36])([F:35])[F:34])=[CH:32][C:27]=2[CH2:26][N:13]([CH2:12][C:11]2[CH:10]=[C:9]([OH:8])[CH:50]=[C:49]([C:51]([F:54])([F:52])[F:53])[CH:48]=2)[C:14]2[N:19]=[CH:18][C:17]([N:20]3[CH2:25][CH2:24][O:23][CH2:22][CH2:21]3)=[CH:16][N:15]=2)[CH:42]=1)([CH3:45])[CH3:44]. The catalyst class is: 129. (5) Reactant: O=[C:2]1[C:9]2[CH:8]=[C:7]([C:10]([O:12][CH3:13])=[O:11])[NH:6][C:5]=2[CH2:4][CH2:3]1.[CH3:14][C:15]1[CH:16]=[C:17]([CH:21]=[CH:22][C:23]=1[CH3:24])[CH2:18][Mg]Cl.COC1C=C(C=CC=1OC)/C=C1\CCC2NC(C(OC)=O)=CC\1=2. Product: [CH3:14][C:15]1[CH:16]=[C:17]([CH:21]=[CH:22][C:23]=1[CH3:24])[CH2:18][CH:2]1[C:9]2[CH:8]=[C:7]([C:10]([O:12][CH3:13])=[O:11])[NH:6][C:5]=2[CH2:4][CH2:3]1. The catalyst class is: 45. (6) Reactant: F[C:2]1[CH:9]=[C:8]([C:10]2[CH:15]=[C:14]([N:16]3[CH2:21][CH2:20][O:19][CH2:18][C@H:17]3[CH3:22])[N:13]=[C:12]([NH:23][CH3:24])[N:11]=2)[CH:7]=[C:6]([S:25][CH3:26])[C:3]=1[C:4]#[N:5].[NH2:27][NH2:28].CCN(C(C)C)C(C)C. Product: [CH3:24][NH:23][C:12]1[N:11]=[C:10]([C:8]2[CH:9]=[C:2]3[C:3]([C:4]([NH2:5])=[N:27][NH:28]3)=[C:6]([S:25][CH3:26])[CH:7]=2)[CH:15]=[C:14]([N:16]2[CH2:21][CH2:20][O:19][CH2:18][C@H:17]2[CH3:22])[N:13]=1. The catalyst class is: 8.